From a dataset of Catalyst prediction with 721,799 reactions and 888 catalyst types from USPTO. Predict which catalyst facilitates the given reaction. (1) Reactant: [OH:1][C:2]1[CH:3]=[C:4]([CH:7]=[CH:8][C:9]=1[OH:10])[CH:5]=[O:6].C(=O)([O-])[O-].[K+].[K+].CC1C=CC(S(O[CH2:28][CH2:29][CH2:30][F:31])(=O)=O)=CC=1.Cl. Product: [F:31][CH2:30][CH2:29][CH2:28][O:10][C:9]1[CH:8]=[CH:7][C:4]([CH:5]=[O:6])=[CH:3][C:2]=1[OH:1]. The catalyst class is: 255. (2) Reactant: [C:1]([CH:4]1[CH2:9][CH2:8][N:7]([C:10]([O:12][C:13]([CH3:16])([CH3:15])[CH3:14])=[O:11])[CH2:6][CH2:5]1)(=O)[NH2:2].F[B-](F)(F)F.C[O+](C)C.[NH3:26]. Product: [C:1]([CH:4]1[CH2:9][CH2:8][N:7]([C:10]([O:12][C:13]([CH3:16])([CH3:15])[CH3:14])=[O:11])[CH2:6][CH2:5]1)(=[NH:26])[NH2:2]. The catalyst class is: 61. (3) Reactant: [CH3:1][C:2]1[CH:7]=[C:6]([S:8][CH2:9][CH2:10][CH:11]([C:15]2[S:16][C:17]3[CH:24]=[C:23]([C:25]([F:28])([F:27])[F:26])[CH:22]=[CH:21][C:18]=3[C:19]=2[CH3:20])[CH2:12][CH2:13][CH3:14])[CH:5]=[CH:4][C:3]=1[O:29][CH2:30][C:31]([O:33]CC)=[O:32].[OH-].[Na+]. Product: [CH3:1][C:2]1[CH:7]=[C:6]([S:8][CH2:9][CH2:10][CH:11]([C:15]2[S:16][C:17]3[CH:24]=[C:23]([C:25]([F:26])([F:28])[F:27])[CH:22]=[CH:21][C:18]=3[C:19]=2[CH3:20])[CH2:12][CH2:13][CH3:14])[CH:5]=[CH:4][C:3]=1[O:29][CH2:30][C:31]([OH:33])=[O:32]. The catalyst class is: 92. (4) Product: [Cl:8][C:9]1[N:10]=[C:11]([C:26]2[CH:25]=[CH:24][CH:23]=[C:22]([C:21]([F:32])([F:31])[F:20])[CH:27]=2)[C:12]2[S:17][C:16]([CH3:18])=[CH:15][C:13]=2[N:14]=1. Reactant: C1(C)C=CC=CC=1.[Cl:8][C:9]1[N:10]=[C:11](Cl)[C:12]2[S:17][C:16]([CH3:18])=[CH:15][C:13]=2[N:14]=1.[F:20][C:21]([F:32])([F:31])[C:22]1[CH:23]=[C:24](B(O)O)[CH:25]=[CH:26][CH:27]=1.C(=O)([O-])[O-].[Na+].[Na+]. The catalyst class is: 103.